Dataset: Reaction yield outcomes from USPTO patents with 853,638 reactions. Task: Predict the reaction yield, written as a fraction of the theoretical maximum amount of product (1.0 means a 100% yield; for example, 0.34 means a 34% yield). (1) The reactants are [F:1][C:2]1[CH:7]=[CH:6][CH:5]=[CH:4][C:3]=1[C:8]1[C:9]([CH3:32])=[C:10]([CH2:22][N:23](C)[C:24](=O)OC(C)(C)C)[S:11][C:12]=1[S:13]([C:16]1[CH:21]=[CH:20][CH:19]=[CH:18][CH:17]=1)(=[O:15])=[O:14].C(OCC)(=O)C.[ClH:39]. The catalyst is C(OCC)(=O)C.C(O)C. The product is [ClH:39].[F:1][C:2]1[CH:7]=[CH:6][CH:5]=[CH:4][C:3]=1[C:8]1[C:9]([CH3:32])=[C:10]([CH2:22][NH:23][CH3:24])[S:11][C:12]=1[S:13]([C:16]1[CH:17]=[CH:18][CH:19]=[CH:20][CH:21]=1)(=[O:15])=[O:14]. The yield is 0.670. (2) The reactants are [F:1][C:2]1[CH:28]=[CH:27][C:5]([CH2:6][N:7]2[C:19](=[O:20])[C:18]3[C:17]([O:21][CH2:22][O:23][CH3:24])=[C:16]4[C:11]([CH:12]=[CH:13][CH:14]=[N:15]4)=[C:10]([OH:25])[C:9]=3[C:8]2=[O:26])=[CH:4][CH:3]=1.C(N(C(C)C)CC)(C)C.[S:38](O[S:38]([C:41]([F:44])([F:43])[F:42])(=[O:40])=[O:39])([C:41]([F:44])([F:43])[F:42])(=[O:40])=[O:39]. The catalyst is ClCCl. The product is [F:1][C:2]1[CH:3]=[CH:4][C:5]([CH2:6][N:7]2[C:19](=[O:20])[C:18]3[C:17]([O:21][CH2:22][O:23][CH3:24])=[C:16]4[C:11]([CH:12]=[CH:13][CH:14]=[N:15]4)=[C:10]([O:25][S:38]([C:41]([F:44])([F:43])[F:42])(=[O:40])=[O:39])[C:9]=3[C:8]2=[O:26])=[CH:27][CH:28]=1. The yield is 1.00. (3) The reactants are [C:1]([O:5][C:6]([C:8]1[CH:18]=[CH:17][C:11]([O:12][CH2:13]/[CH:14]=[CH:15]/[CH3:16])=[CH:10][CH:9]=1)=[O:7])([CH3:4])([CH3:3])[CH3:2].ClC1C=C(C=CC=1)C(OO)=[O:24]. The catalyst is ClCCl.C1(C)C=CC=CC=1. The product is [O:24]1[CH:15]([CH3:16])[CH:14]1[CH2:13][O:12][C:11]1[CH:17]=[CH:18][C:8]([C:6]([O:5][C:1]([CH3:2])([CH3:4])[CH3:3])=[O:7])=[CH:9][CH:10]=1. The yield is 0.960. (4) The reactants are C[Si](C)(C)[C:3]#[C:4][C:5]1[CH:17]=[C:16]2[C:8]([C:9]3[CH:10]=[CH:11][C:12]([C:19]#[N:20])=[CH:13][C:14]=3[C:15]2=[O:18])=[CH:7][CH:6]=1.[OH-].[Na+]. No catalyst specified. The product is [C:4]([C:5]1[CH:17]=[C:16]2[C:8]([C:9]3[CH:10]=[CH:11][C:12]([C:19]#[N:20])=[CH:13][C:14]=3[C:15]2=[O:18])=[CH:7][CH:6]=1)#[CH:3]. The yield is 0.950. (5) The yield is 0.430. The reactants are Cl[C:2]1[N:7]=[C:6]([NH:8][CH2:9][C:10]2[CH:11]=[N:12][CH:13]=[CH:14][CH:15]=2)[C:5]([F:16])=[CH:4][N:3]=1.[NH2:17][C:18]1[CH:19]=[C:20]([OH:24])[CH:21]=[CH:22][CH:23]=1. The product is [F:16][C:5]1[C:6]([NH:8][CH2:9][C:10]2[CH:11]=[N:12][CH:13]=[CH:14][CH:15]=2)=[N:7][C:2]([NH:17][C:18]2[CH:23]=[CH:22][CH:21]=[C:20]([OH:24])[CH:19]=2)=[N:3][CH:4]=1. No catalyst specified. (6) The reactants are C(OC([NH:8][CH:9]1[C:18]2[C:13](=[CH:14][CH:15]=[C:16]([NH:19][C:20]([C:22]3[C:31](=[O:32])[C:30]4[C:25](=[CH:26][CH:27]=[CH:28][CH:29]=4)[NH:24][CH:23]=3)=[O:21])[CH:17]=2)[CH2:12][CH2:11][CH2:10]1)=O)(C)(C)C.C(O)(C(F)(F)F)=O. The catalyst is ClCCl. The product is [NH2:8][CH:9]1[C:18]2[C:13](=[CH:14][CH:15]=[C:16]([NH:19][C:20]([C:22]3[C:31](=[O:32])[C:30]4[C:25](=[CH:26][CH:27]=[CH:28][CH:29]=4)[NH:24][CH:23]=3)=[O:21])[CH:17]=2)[CH2:12][CH2:11][CH2:10]1. The yield is 0.930. (7) The reactants are [CH2:1]([N:8]1[C:17](=[O:18])[C:16]2[C:11](=[CH:12][C:13]([Cl:19])=[CH:14][CH:15]=2)[N:10]=[C:9]1[CH:20]([NH:24][CH2:25][C:26](=[O:40])[CH2:27][CH2:28][N:29]1[C:37](=[O:38])[C:36]2[C:31](=[CH:32][CH:33]=[CH:34][CH:35]=2)[C:30]1=[O:39])[CH:21]([CH3:23])[CH3:22])[C:2]1[CH:7]=[CH:6][CH:5]=[CH:4][CH:3]=1.C(N(CC)CC)C.[C:48]1([CH3:57])[CH:53]=[CH:52][C:51]([C:54](Cl)=[O:55])=[CH:50][CH:49]=1. The catalyst is C(Cl)Cl. The product is [CH2:1]([N:8]1[C:17](=[O:18])[C:16]2[C:11](=[CH:12][C:13]([Cl:19])=[CH:14][CH:15]=2)[N:10]=[C:9]1[CH:20]([N:24]([CH2:25][C:26](=[O:40])[CH2:27][CH2:28][N:29]1[C:37](=[O:38])[C:36]2[C:31](=[CH:32][CH:33]=[CH:34][CH:35]=2)[C:30]1=[O:39])[C:54](=[O:55])[C:51]1[CH:52]=[CH:53][C:48]([CH3:57])=[CH:49][CH:50]=1)[CH:21]([CH3:23])[CH3:22])[C:2]1[CH:3]=[CH:4][CH:5]=[CH:6][CH:7]=1. The yield is 0.350. (8) The reactants are C[O-].[Na+].[Cl:4][C:5]1[CH2:6][S:7][C:8]2[C:9]=1N(Cl)C(=C=O)[CH:12]=2.[N:16]([CH2:19][C:20]([O:22]C)=[O:21])=[N+]=[N-].[Cl-:24].[NH4+]. The catalyst is CO. The product is [C:20]([C:19]1[NH:16][C:9]2[C:5]([Cl:4])=[C:6]([Cl:24])[S:7][C:8]=2[CH:12]=1)([OH:22])=[O:21]. The yield is 0.650. (9) The catalyst is CN(C)C=O.[Cu]I.C1C=CC([P]([Pd]([P](C2C=CC=CC=2)(C2C=CC=CC=2)C2C=CC=CC=2)([P](C2C=CC=CC=2)(C2C=CC=CC=2)C2C=CC=CC=2)[P](C2C=CC=CC=2)(C2C=CC=CC=2)C2C=CC=CC=2)(C2C=CC=CC=2)C2C=CC=CC=2)=CC=1. The product is [C:30]1([C:36]#[C:37][C:7]2[CH:16]=[C:15]3[C:10]([CH2:11][CH2:12][CH:13]([C:17]([O:19][CH3:20])=[O:18])[CH2:14]3)=[CH:9][CH:8]=2)[CH:35]=[CH:34][CH:33]=[CH:32][CH:31]=1. The yield is 0.870. The reactants are FC(F)(F)S(O[C:7]1[CH:16]=[C:15]2[C:10]([CH2:11][CH2:12][CH:13]([C:17]([O:19][CH3:20])=[O:18])[CH2:14]2)=[CH:9][CH:8]=1)(=O)=O.C(N(CC)CC)C.[C:30]1([C:36]#[CH:37])[CH:35]=[CH:34][CH:33]=[CH:32][CH:31]=1.O.